From a dataset of NCI-60 drug combinations with 297,098 pairs across 59 cell lines. Regression. Given two drug SMILES strings and cell line genomic features, predict the synergy score measuring deviation from expected non-interaction effect. (1) Drug 1: CC1=CC=C(C=C1)C2=CC(=NN2C3=CC=C(C=C3)S(=O)(=O)N)C(F)(F)F. Drug 2: CCC1(CC2CC(C3=C(CCN(C2)C1)C4=CC=CC=C4N3)(C5=C(C=C6C(=C5)C78CCN9C7C(C=CC9)(C(C(C8N6C)(C(=O)OC)O)OC(=O)C)CC)OC)C(=O)OC)O.OS(=O)(=O)O. Cell line: MALME-3M. Synergy scores: CSS=4.49, Synergy_ZIP=-3.15, Synergy_Bliss=-0.957, Synergy_Loewe=-10.8, Synergy_HSA=-3.67. (2) Drug 1: CCCS(=O)(=O)NC1=C(C(=C(C=C1)F)C(=O)C2=CNC3=C2C=C(C=N3)C4=CC=C(C=C4)Cl)F. Drug 2: CN(CC1=CN=C2C(=N1)C(=NC(=N2)N)N)C3=CC=C(C=C3)C(=O)NC(CCC(=O)O)C(=O)O. Cell line: MCF7. Synergy scores: CSS=24.4, Synergy_ZIP=1.00, Synergy_Bliss=0.0522, Synergy_Loewe=-19.6, Synergy_HSA=-1.04. (3) Drug 1: CC1=C2C(C(=O)C3(C(CC4C(C3C(C(C2(C)C)(CC1OC(=O)C(C(C5=CC=CC=C5)NC(=O)OC(C)(C)C)O)O)OC(=O)C6=CC=CC=C6)(CO4)OC(=O)C)OC)C)OC. Drug 2: C1=NC2=C(N1)C(=S)N=CN2. Cell line: M14. Synergy scores: CSS=45.9, Synergy_ZIP=-6.69, Synergy_Bliss=-11.1, Synergy_Loewe=-8.31, Synergy_HSA=-6.53.